This data is from Reaction yield outcomes from USPTO patents with 853,638 reactions. The task is: Predict the reaction yield, written as a fraction of the theoretical maximum amount of product (1.0 means a 100% yield; for example, 0.34 means a 34% yield). The reactants are [CH3:1][N:2]([CH:17]1[CH2:27][CH2:26][C:20]2([CH2:25][CH2:24][NH:23][CH2:22][CH2:21]2)[CH2:19][CH2:18]1)[C:3]1[C:8]([CH3:9])=[CH:7][N:6]=[C:5]([NH:10][C:11]2[CH:12]=[N:13][N:14]([CH3:16])[CH:15]=2)[N:4]=1.[C:28]([CH2:30][C:31](O)=[O:32])#[N:29].F[P-](F)(F)(F)(F)F.N1(OC(N(C)C)=[N+](C)C)C2N=CC=CC=2N=N1.C(N(CC)CC)C. The yield is 0.364. The catalyst is ClCCl.CN(C)C=O. The product is [CH3:1][N:2]([C:3]1[C:8]([CH3:9])=[CH:7][N:6]=[C:5]([NH:10][C:11]2[CH:12]=[N:13][N:14]([CH3:16])[CH:15]=2)[N:4]=1)[CH:17]1[CH2:27][CH2:26][C:20]2([CH2:25][CH2:24][N:23]([C:31](=[O:32])[CH2:30][C:28]#[N:29])[CH2:22][CH2:21]2)[CH2:19][CH2:18]1.